This data is from Forward reaction prediction with 1.9M reactions from USPTO patents (1976-2016). The task is: Predict the product of the given reaction. Given the reactants [CH:1]1(/[CH:7]=[CH:8]/[C:9]2[O:13][C:12]([CH:14]([OH:24])[CH2:15][CH2:16][NH:17][C:18](=[O:23])[C:19]([F:22])([F:21])[F:20])=[CH:11][CH:10]=2)[CH2:6][CH2:5][CH2:4][CH2:3][CH2:2]1, predict the reaction product. The product is: [CH:1]1([CH2:7][CH2:8][CH:9]2[O:13][CH:12]([CH:14]([OH:24])[CH2:15][CH2:16][NH:17][C:18](=[O:23])[C:19]([F:21])([F:22])[F:20])[CH2:11][CH2:10]2)[CH2:6][CH2:5][CH2:4][CH2:3][CH2:2]1.